Predict the product of the given reaction. From a dataset of Forward reaction prediction with 1.9M reactions from USPTO patents (1976-2016). Given the reactants [H-].[Na+].[C:3]([O:7][C:8]([N:10]1[CH2:15][CH2:14][CH:13]([CH2:16][OH:17])[CH2:12][CH2:11]1)=[O:9])([CH3:6])([CH3:5])[CH3:4].Cl[C:19]1[C:28]2[C:23](=[CH:24][CH:25]=[C:26]([O:29][CH3:30])[CH:27]=2)[CH:22]=[N:21][N:20]=1, predict the reaction product. The product is: [C:3]([O:7][C:8]([N:10]1[CH2:15][CH2:14][CH:13]([CH2:16][O:17][C:19]2[C:28]3[C:23](=[CH:24][CH:25]=[C:26]([O:29][CH3:30])[CH:27]=3)[CH:22]=[N:21][N:20]=2)[CH2:12][CH2:11]1)=[O:9])([CH3:6])([CH3:5])[CH3:4].